Predict the reactants needed to synthesize the given product. From a dataset of Full USPTO retrosynthesis dataset with 1.9M reactions from patents (1976-2016). (1) Given the product [NH:6]1[C:14]2[C:9](=[CH:10][CH:11]=[CH:12][CH:13]=2)[C:8]([CH2:15][C:16]([O:18][CH3:21])=[O:17])=[CH:7]1, predict the reactants needed to synthesize it. The reactants are: S(=O)(=O)(O)O.[NH:6]1[C:14]2[C:9](=[CH:10][CH:11]=[CH:12][CH:13]=2)[C:8]([CH2:15][C:16]([OH:18])=[O:17])=[CH:7]1.[OH-].[Na+].[CH3:21]O. (2) Given the product [C:1]([O:4][CH2:5][C:6]1[CH:11]=[C:10]([C:42]#[C:41][Si:38]([CH3:40])([CH3:39])[CH3:37])[C:9]([O:20][CH2:21][C:22]2[CH:27]=[CH:26][C:25]([O:28][CH3:29])=[CH:24][CH:23]=2)=[CH:8][N:7]=1)(=[O:3])[CH3:2], predict the reactants needed to synthesize it. The reactants are: [C:1]([O:4][CH2:5][C:6]1[CH:11]=[C:10](OS(C(F)(F)F)(=O)=O)[C:9]([O:20][CH2:21][C:22]2[CH:27]=[CH:26][C:25]([O:28][CH3:29])=[CH:24][CH:23]=2)=[CH:8][N:7]=1)(=[O:3])[CH3:2].C(N(CC)CC)C.[CH3:37][Si:38]([C:41]#[CH:42])([CH3:40])[CH3:39]. (3) Given the product [CH3:19][C:9]1[C:8]2[C:13](=[C:14]([CH3:15])[C:5]([OH:4])=[CH:6][CH:7]=2)[O:12][C:11](=[O:16])[C:10]=1[CH2:17][O:21][CH3:20], predict the reactants needed to synthesize it. The reactants are: C([O:4][C:5]1[C:14]([CH3:15])=[C:13]2[C:8]([C:9]([CH3:19])=[C:10]([CH2:17]Br)[C:11](=[O:16])[O:12]2)=[CH:7][CH:6]=1)(=O)C.[CH3:20][OH:21]. (4) Given the product [Cl:17][CH:9]1[C:10]2[C:6](=[CH:5][CH:4]=[C:3]([C:2]([F:14])([F:13])[F:1])[CH:11]=2)[CH2:7][CH2:8]1, predict the reactants needed to synthesize it. The reactants are: [F:1][C:2]([F:14])([F:13])[C:3]1[CH:11]=[C:10]2[C:6]([CH2:7][CH2:8][CH:9]2O)=[CH:5][CH:4]=1.S(Cl)([Cl:17])=O. (5) Given the product [CH:1]1([C:4]([N:6]2[CH2:10][CH2:9][C@@H:8]([CH2:11][NH:12][C:13]3[C:14]([NH2:23])=[CH:15][CH:16]=[CH:17][C:18]=3[C:19]([F:20])([F:21])[F:22])[CH2:7]2)=[O:5])[CH2:3][CH2:2]1, predict the reactants needed to synthesize it. The reactants are: [CH:1]1([C:4]([N:6]2[CH2:10][CH2:9][C@@H:8]([CH2:11][NH:12][C:13]3[C:18]([C:19]([F:22])([F:21])[F:20])=[CH:17][CH:16]=[CH:15][C:14]=3[N+:23]([O-])=O)[CH2:7]2)=[O:5])[CH2:3][CH2:2]1. (6) Given the product [Cl:18][C:15]1[CH:16]=[CH:17][C:12]([CH2:11][N:6]2[C:5]3[C:4](=[O:19])[NH:3][C:2](=[O:21])[NH:10][C:9]=3[N:8]=[CH:7]2)=[CH:13][CH:14]=1, predict the reactants needed to synthesize it. The reactants are: N[C:2]1[NH:3][C:4](=[O:19])[C:5]2[N:6]([CH2:11][C:12]3[CH:17]=[CH:16][C:15]([Cl:18])=[CH:14][CH:13]=3)[CH:7]=[N:8][C:9]=2[N:10]=1.N([O-])=[O:21].[Na+]. (7) Given the product [CH2:1]([O:8][C:9]([N:11]1[CH2:16][CH2:15][CH:14]([C:17](=[O:20])[CH:18]([Br:21])[CH3:19])[CH2:13][CH2:12]1)=[O:10])[C:2]1[CH:3]=[CH:4][CH:5]=[CH:6][CH:7]=1, predict the reactants needed to synthesize it. The reactants are: [CH2:1]([O:8][C:9]([N:11]1[CH2:16][CH2:15][CH:14]([C:17](=[O:20])[CH2:18][CH3:19])[CH2:13][CH2:12]1)=[O:10])[C:2]1[CH:7]=[CH:6][CH:5]=[CH:4][CH:3]=1.[BrH:21].BrBr.C(=O)(O)[O-].[Na+]. (8) Given the product [OH:2][C:3]1[CH:4]=[C:5]([S:11]([N:14]([CH2:28][CH2:29][CH2:30][CH2:31][CH2:32][CH3:33])[S:15]([C:18]2[CH:23]=[CH:22][C:21]([OH:24])=[C:20]([OH:26])[CH:19]=2)(=[O:17])=[O:16])(=[O:12])=[O:13])[CH:6]=[CH:7][C:8]=1[OH:9], predict the reactants needed to synthesize it. The reactants are: C[O:2][C:3]1[CH:4]=[C:5]([S:11]([N:14]([CH2:28][CH2:29][CH2:30][CH2:31][CH2:32][CH3:33])[S:15]([C:18]2[CH:23]=[CH:22][C:21]([O:24]C)=[C:20]([O:26]C)[CH:19]=2)(=[O:17])=[O:16])(=[O:13])=[O:12])[CH:6]=[CH:7][C:8]=1[O:9]C. (9) The reactants are: CO[C:3](=[O:12])[C:4]1[CH:9]=[C:8](Br)[C:7](Cl)=[N:6][CH:5]=1.[F:13][C:14]1[CH:19]=[CH:18][C:17](B(O)O)=[CH:16][CH:15]=1.[NH2:23][C@@H:24]1[CH2:29][CH2:28][CH2:27][CH2:26][C@H:25]1[OH:30].[CH3:31][O:32][CH2:33][CH2:34][OH:35]. Given the product [F:13][C:14]1[CH:19]=[CH:18][C:17]([C:8]2[C:7]([O:35][CH2:34][CH2:33][O:32][CH3:31])=[N:6][CH:5]=[C:4]([CH:9]=2)[C:3]([NH:23][C@@H:24]2[CH2:29][CH2:28][CH2:27][CH2:26][C@H:25]2[OH:30])=[O:12])=[CH:16][CH:15]=1, predict the reactants needed to synthesize it. (10) Given the product [Cl:1][C:2]1[CH:3]=[CH:4][C:5]([CH2:18][N:23]2[CH2:22][CH2:21][N:20]([C:26]([O:28][C:29]([CH3:32])([CH3:31])[CH3:30])=[O:27])[CH2:25][CH2:24]2)=[C:6]([N:8]2[CH2:12][CH2:11][C@@H:10]([NH:13][S:14]([CH3:17])(=[O:15])=[O:16])[CH2:9]2)[CH:7]=1, predict the reactants needed to synthesize it. The reactants are: [Cl:1][C:2]1[CH:3]=[CH:4][C:5]([CH:18]=O)=[C:6]([N:8]2[CH2:12][CH2:11][C@@H:10]([NH:13][S:14]([CH3:17])(=[O:16])=[O:15])[CH2:9]2)[CH:7]=1.[N:20]1([C:26]([O:28][C:29]([CH3:32])([CH3:31])[CH3:30])=[O:27])[CH2:25][CH2:24][NH:23][CH2:22][CH2:21]1.ClCCCl.[BH-](OC(C)=O)(OC(C)=O)OC(C)=O.[Na+].